Predict which catalyst facilitates the given reaction. From a dataset of Catalyst prediction with 721,799 reactions and 888 catalyst types from USPTO. (1) Reactant: [CH3:1][N:2]([C:11]1[CH:12]=[CH:13][CH:14]=[C:15]2[C:19]=1[NH:18][C:17]([C:20]1[S:21][C:22]3([CH2:29][CH2:28][NH:27][CH2:26][CH2:25]3)[CH2:23][N:24]=1)=[CH:16]2)[S:3]([C:6]1[S:7][CH:8]=[CH:9][CH:10]=1)(=[O:5])=[O:4].[CH:30](=O)[CH3:31].C(O[BH-](OC(=O)C)OC(=O)C)(=O)C.[Na+].O. Product: [CH2:30]([N:27]1[CH2:28][CH2:29][C:22]2([S:21][C:20]([C:17]3[NH:18][C:19]4[C:15]([CH:16]=3)=[CH:14][CH:13]=[CH:12][C:11]=4[N:2]([CH3:1])[S:3]([C:6]3[S:7][CH:8]=[CH:9][CH:10]=3)(=[O:4])=[O:5])=[N:24][CH2:23]2)[CH2:25][CH2:26]1)[CH3:31]. The catalyst class is: 7. (2) Reactant: [C:1]([C:3]1[CH:4]=[CH:5][C:6]([NH:25][C:26]2[CH:31]=[C:30]([Cl:32])[CH:29]=[C:28]([Cl:33])[CH:27]=2)=[C:7]([S:9]([N:12]2[CH2:17][CH2:16][N:15]([C:18]([O:20][C:21]([CH3:24])([CH3:23])[CH3:22])=[O:19])[CH2:14][CH2:13]2)(=[O:11])=[O:10])[CH:8]=1)#[N:2].[CH3:34]I.[H-].[Na+]. Product: [C:1]([C:3]1[CH:4]=[CH:5][C:6]([N:25]([C:26]2[CH:27]=[C:28]([Cl:33])[CH:29]=[C:30]([Cl:32])[CH:31]=2)[CH3:34])=[C:7]([S:9]([N:12]2[CH2:13][CH2:14][N:15]([C:18]([O:20][C:21]([CH3:24])([CH3:23])[CH3:22])=[O:19])[CH2:16][CH2:17]2)(=[O:10])=[O:11])[CH:8]=1)#[N:2]. The catalyst class is: 3. (3) Reactant: Cl[C:2]1[O:3][C:4]([CH2:14][CH2:15][C:16]([OH:18])=[O:17])=[C:5]([C:7]2[CH:12]=[CH:11][C:10]([Cl:13])=[CH:9][CH:8]=2)[N:6]=1.[CH3:19][N:20]1[CH2:25][CH2:24][NH:23][CH2:22][CH2:21]1. Product: [Cl:13][C:10]1[CH:11]=[CH:12][C:7]([C:5]2[N:6]=[C:2]([N:23]3[CH2:24][CH2:25][N:20]([CH3:19])[CH2:21][CH2:22]3)[O:3][C:4]=2[CH2:14][CH2:15][C:16]([OH:18])=[O:17])=[CH:8][CH:9]=1. The catalyst class is: 32. (4) Reactant: [C:1]([C:5]1[CH:28]=[C:27]([F:29])[CH:26]=[CH:25][C:6]=1[O:7][CH:8]1[CH2:13][CH2:12][N:11]([C:14](=[O:24])[CH2:15][S:16][C:17]2[CH:22]=[CH:21][CH:20]=[CH:19][C:18]=2[OH:23])[CH2:10][CH2:9]1)([CH3:4])([CH3:3])[CH3:2].ClC1C=CC=C(C(OO)=[O:38])C=1.S(=O)(O)[O-].[Na+]. Product: [C:1]([C:5]1[CH:28]=[C:27]([F:29])[CH:26]=[CH:25][C:6]=1[O:7][CH:8]1[CH2:9][CH2:10][N:11]([C:14](=[O:24])[CH2:15][S:16]([C:17]2[CH:22]=[CH:21][CH:20]=[CH:19][C:18]=2[OH:23])=[O:38])[CH2:12][CH2:13]1)([CH3:4])([CH3:2])[CH3:3]. The catalyst class is: 13. (5) Reactant: [Mg].[CH:2](Br)([CH3:4])[CH3:3].[NH2:6][C:7]1[CH:14]=[CH:13][CH:12]=[CH:11][C:8]=1[C:9]#N.Cl.CC[O:18]CC. Product: [CH:2]([C:9]([C:8]1[CH:11]=[CH:12][CH:13]=[CH:14][C:7]=1[NH2:6])=[O:18])([CH3:4])[CH3:3]. The catalyst class is: 7. (6) Reactant: [Cl:1][C:2]1[CH:3]=[C:4]([C:9]2[S:10][CH:11]=[C:12]([C:15]([CH3:17])=O)[C:13]=2[OH:14])[CH:5]=[CH:6][C:7]=1[Cl:8].[N:18]1[C:27]2[C:22](=[CH:23][C:24]([C:28]([NH:30][NH2:31])=[O:29])=[CH:25][CH:26]=2)[N:21]=[CH:20][CH:19]=1. Product: [Cl:1][C:2]1[CH:3]=[C:4]([C:9]2[S:10][CH:11]=[C:12]([C:15](=[N:31][NH:30][C:28]([C:24]3[CH:23]=[C:22]4[C:27](=[CH:26][CH:25]=3)[N:18]=[CH:19][CH:20]=[N:21]4)=[O:29])[CH3:17])[C:13]=2[OH:14])[CH:5]=[CH:6][C:7]=1[Cl:8]. The catalyst class is: 16.